This data is from Catalyst prediction with 721,799 reactions and 888 catalyst types from USPTO. The task is: Predict which catalyst facilitates the given reaction. The catalyst class is: 21. Reactant: [Cl:1][C:2]1[S:6][C:5]([C@H:7]2[C@H:12]([OH:13])[C@@H:11]([OH:14])[C@H:10]([OH:15])[C@@H:9]([CH2:16][OH:17])[O:8]2)=[CH:4][C:3]=1[CH2:18][C:19]1[CH:24]=[CH:23][C:22]([OH:25])=[CH:21][CH:20]=1.[CH2:26](Br)[C:27]#[CH:28].C([O-])([O-])=O.[Cs+].[Cs+]. Product: [Cl:1][C:2]1[S:6][C:5]([C@H:7]2[C@H:12]([OH:13])[C@@H:11]([OH:14])[C@H:10]([OH:15])[C@@H:9]([CH2:16][OH:17])[O:8]2)=[CH:4][C:3]=1[CH2:18][C:19]1[CH:24]=[CH:23][C:22]([O:25][CH2:28][C:27]#[CH:26])=[CH:21][CH:20]=1.